Dataset: Reaction yield outcomes from USPTO patents with 853,638 reactions. Task: Predict the reaction yield, written as a fraction of the theoretical maximum amount of product (1.0 means a 100% yield; for example, 0.34 means a 34% yield). (1) The reactants are [CH2:1]([O:8][C:9]1[CH:14]=[C:13]([O:15][CH2:16][C:17]2[CH:22]=[CH:21][CH:20]=[CH:19][CH:18]=2)[CH:12]=[C:11]([O:23][C:24]2[CH:29]=[CH:28][C:27]([N+:30]([O-:32])=[O:31])=[CH:26][CH:25]=2)[C:10]=1[C:33]1[O:37][N:36]=[C:35]([C:38](O)=[O:39])[CH:34]=1)[C:2]1[CH:7]=[CH:6][CH:5]=[CH:4][CH:3]=1.CN(C(ON1N=NC2C=CC=CC1=2)=[N+](C)C)C.[B-](F)(F)(F)F.Cl.[F:64][CH2:65][CH2:66][NH2:67].CCN(C(C)C)C(C)C. The catalyst is C1COCC1.C(Cl)Cl. The product is [CH2:1]([O:8][C:9]1[CH:14]=[C:13]([O:15][CH2:16][C:17]2[CH:18]=[CH:19][CH:20]=[CH:21][CH:22]=2)[CH:12]=[C:11]([O:23][C:24]2[CH:29]=[CH:28][C:27]([N+:30]([O-:32])=[O:31])=[CH:26][CH:25]=2)[C:10]=1[C:33]1[O:37][N:36]=[C:35]([C:38]([NH:67][CH2:66][CH2:65][F:64])=[O:39])[CH:34]=1)[C:2]1[CH:3]=[CH:4][CH:5]=[CH:6][CH:7]=1. The yield is 0.940. (2) The reactants are [Cl:1][C:2]1[C:7]([O:8][CH3:9])=[CH:6][C:5]([O:10][CH3:11])=[CH:4][C:3]=1[C:12]1[C:27](=[O:28])[N:26]([CH2:29][CH2:30][C:31]2[CH:36]=[CH:35][C:34]([NH:37]C(=O)OC(C)(C)C)=[CH:33][CH:32]=2)[C:15]2[N:16]=[C:17]([NH:20][CH2:21][C:22]([OH:25])([CH3:24])[CH3:23])[N:18]=[CH:19][C:14]=2[CH:13]=1.C(O)(C(F)(F)F)=O. The catalyst is C(Cl)Cl. The product is [NH2:37][C:34]1[CH:35]=[CH:36][C:31]([CH2:30][CH2:29][N:26]2[C:15]3[N:16]=[C:17]([NH:20][CH2:21][C:22]([OH:25])([CH3:24])[CH3:23])[N:18]=[CH:19][C:14]=3[CH:13]=[C:12]([C:3]3[CH:4]=[C:5]([O:10][CH3:11])[CH:6]=[C:7]([O:8][CH3:9])[C:2]=3[Cl:1])[C:27]2=[O:28])=[CH:32][CH:33]=1. The yield is 0.390. (3) The reactants are Br[C:2]1[C:3](=[O:25])[O:4][C:5]2[C:10]([CH:11]=1)=[CH:9][CH:8]=[C:7]([CH:12]1[CH2:17][CH2:16][N:15]([C:18]([O:20][C:21]([CH3:24])([CH3:23])[CH3:22])=[O:19])[CH2:14][CH2:13]1)[CH:6]=2.[CH3:26][C:27]1[N:28]=[C:29]2[CH:34]=[CH:33][C:32](B(O)O)=[CH:31][N:30]2[CH:38]=1.ClCCl.C([O-])([O-])=O.[K+].[K+]. The catalyst is O1CCOCC1. The product is [CH3:26][C:27]1[N:28]=[C:29]2[CH:34]=[CH:33][C:32]([C:2]3[C:3](=[O:25])[O:4][C:5]4[C:10]([CH:11]=3)=[CH:9][CH:8]=[C:7]([CH:12]3[CH2:13][CH2:14][N:15]([C:18]([O:20][C:21]([CH3:22])([CH3:23])[CH3:24])=[O:19])[CH2:16][CH2:17]3)[CH:6]=4)=[CH:31][N:30]2[CH:38]=1. The yield is 0.700. (4) The reactants are [F:1][C:2]1[CH:3]=[C:4]([CH:7]=[C:8]([O:13][CH3:14])[C:9]=1[N+:10]([O-:12])=[O:11])[C:5]#N.[OH:15]S(O)(=O)=O.[OH2:20]. No catalyst specified. The product is [F:1][C:2]1[CH:3]=[C:4]([CH:7]=[C:8]([O:13][CH3:14])[C:9]=1[N+:10]([O-:12])=[O:11])[C:5]([OH:15])=[O:20]. The yield is 0.750. (5) The yield is 0.300. No catalyst specified. The reactants are [Na].Cl.[CH3:3][CH:4]([O:8][C:9]([CH3:11])=[O:10])[CH2:5][O:6][CH3:7].C(OCC)(=O)C. The product is [CH3:3][CH:4]([O:8][C:9]([CH3:11])=[O:10])[CH2:5][O:6][CH3:7]. (6) The reactants are [Cl:1][C:2]1[CH:7]=[CH:6][C:5]([S:8]([N:11]2[CH2:16][CH2:15][CH2:14][C@@H:13]([NH:17][C:18]3[N:23]=[C:22]([C:24]4[N:31]5[C:27]([S:28][CH:29]=[CH:30]5)=[N:26][C:25]=4[C:32]4[CH:33]=[C:34]([CH:37]=[CH:38][CH:39]=4)[CH:35]=[O:36])[CH:21]=[CH:20][N:19]=3)[CH2:12]2)(=[O:10])=[O:9])=[CH:4][CH:3]=1.[H-].[Al+3].[Li+].[H-].[H-].[H-]. The catalyst is O1CCCC1. The product is [Cl:1][C:2]1[CH:7]=[CH:6][C:5]([S:8]([N:11]2[CH2:16][CH2:15][CH2:14][C@@H:13]([NH:17][C:18]3[N:23]=[C:22]([C:24]4[N:31]5[C:27]([S:28][CH:29]=[CH:30]5)=[N:26][C:25]=4[C:32]4[CH:33]=[C:34]([CH2:35][OH:36])[CH:37]=[CH:38][CH:39]=4)[CH:21]=[CH:20][N:19]=3)[CH2:12]2)(=[O:10])=[O:9])=[CH:4][CH:3]=1. The yield is 0.710. (7) The reactants are Br[C:2]1[CH:7]=[CH:6][C:5]([C:8](=[C:17]2[CH2:22][C:21]([CH3:24])([CH3:23])[O:20][C:19]([CH3:26])([CH3:25])[CH2:18]2)[C:9]2[CH:14]=[CH:13][C:12]([OH:15])=[C:11]([F:16])[CH:10]=2)=[CH:4][CH:3]=1.[C:27]([O:31][CH2:32][CH3:33])(=[O:30])[CH:28]=[CH2:29].CCN(CC)CC.CN(C=O)C. The catalyst is Cl[Pd](Cl)([P](C1C=CC=CC=1)(C1C=CC=CC=1)C1C=CC=CC=1)[P](C1C=CC=CC=1)(C1C=CC=CC=1)C1C=CC=CC=1.CCOC(C)=O.O. The product is [F:16][C:11]1[CH:10]=[C:9]([C:8](=[C:17]2[CH2:18][C:19]([CH3:26])([CH3:25])[O:20][C:21]([CH3:23])([CH3:24])[CH2:22]2)[C:5]2[CH:4]=[CH:3][C:2](/[CH:29]=[CH:28]/[C:27]([O:31][CH2:32][CH3:33])=[O:30])=[CH:7][CH:6]=2)[CH:14]=[CH:13][C:12]=1[OH:15]. The yield is 0.740.